This data is from Catalyst prediction with 721,799 reactions and 888 catalyst types from USPTO. The task is: Predict which catalyst facilitates the given reaction. Reactant: [I:1][C:2]1[CH:3]=[C:4]2[C:8](=[CH:9][CH:10]=1)[NH:7][C:6](=[O:11])[C:5]2=O.[N:13]1[CH:18]=[CH:17][CH:16]=[CH:15][C:14]=1[C:19]1[S:23][C:22]([S:24]([NH:27][NH2:28])(=[O:26])=[O:25])=[CH:21][CH:20]=1. Product: [I:1][C:2]1[CH:3]=[C:4]2[C:8](=[CH:9][CH:10]=1)[NH:7][C:6](=[O:11])[C:5]2=[N:28][NH:27][S:24]([C:22]1[S:23][C:19]([C:14]2[CH:15]=[CH:16][CH:17]=[CH:18][N:13]=2)=[CH:20][CH:21]=1)(=[O:25])=[O:26]. The catalyst class is: 15.